This data is from Reaction yield outcomes from USPTO patents with 853,638 reactions. The task is: Predict the reaction yield, written as a fraction of the theoretical maximum amount of product (1.0 means a 100% yield; for example, 0.34 means a 34% yield). (1) The reactants are C(OC1C=CC2SC([NH:12][C:13]([C:15]3[O:16][C:17]4[C:22]([C:23](=[O:25])[CH:24]=3)=[CH:21][CH:20]=[CH:19][C:18]=4[N:26]3[CH2:31][CH2:30][N:29]([CH3:32])[CH2:28][CH2:27]3)=[O:14])=NC=2C=1)C.[O:34]1[CH2:39][CH2:38][N:37]([C:40]2[CH:46]=[CH:45][C:43](N)=[CH:42][CH:41]=2)[CH2:36][CH2:35]1.CN([C:50]([O:54]N1N=NC2C=CC=CC1=2)=[N+](C)C)C.[B-](F)(F)(F)F.[CH:69]1C=CC2N(O)N=NC=2C=1. The catalyst is CN(C=O)C. The product is [N:37]1([C:40]2[CH:46]=[CH:45][C:43]([NH:12][C:13]([C:15]3[O:16][C:17]4[C:22]([C:23](=[O:25])[CH:24]=3)=[CH:21][C:20]([O:54][CH3:50])=[CH:19][C:18]=4[N:26]3[CH2:31][CH2:69][CH2:30][N:29]([CH3:32])[CH2:28][CH2:27]3)=[O:14])=[CH:42][CH:41]=2)[CH2:38][CH2:39][O:34][CH2:35][CH2:36]1. The yield is 0.790. (2) The reactants are [C:1](/[N:3]=[C:4](\SC)/[NH:5][C:6]1[CH:11]=[CH:10][CH:9]=[C:8]([S:12]([CH3:15])(=[O:14])=[O:13])[CH:7]=1)#[N:2].[NH2:18][NH2:19]. The catalyst is C(O)C. The product is [CH3:15][S:12]([C:8]1[CH:7]=[C:6]([NH:5][C:4]2[N:3]=[C:1]([NH2:2])[NH:19][N:18]=2)[CH:11]=[CH:10][CH:9]=1)(=[O:13])=[O:14]. The yield is 0.830. (3) The reactants are Br[C:2]1[S:3][CH:4]=[C:5]([C:7]([O:9][CH3:10])=[O:8])[N:6]=1.[NH:11]1[CH2:16][CH2:15][O:14][CH2:13][CH2:12]1. The catalyst is C1COCC1.C(OCC)(=O)C. The product is [O:14]1[CH2:15][CH2:16][N:11]([C:2]2[S:3][CH:4]=[C:5]([C:7]([O:9][CH3:10])=[O:8])[N:6]=2)[CH2:12][CH2:13]1. The yield is 0.920. (4) The reactants are [NH2:1][C:2]1[N:3]=[C:4]2[CH:9]=[CH:8][C:7]([O:10][C:11]3[CH:12]=[C:13]([NH:17][C:18](=[O:30])[C:19]4[CH:24]=[CH:23][CH:22]=[C:21]([C:25]5([C:28]#[N:29])[CH2:27][CH2:26]5)[CH:20]=4)[CH:14]=[CH:15][CH:16]=3)=[N:6][N:5]2[CH:31]=1.C(N(CC)CC)C.[C:39]([O:42][CH2:43][C:44](Cl)=[O:45])(=[O:41])[CH3:40]. The catalyst is O1CCCC1. The product is [C:39]([O:42][CH2:43][C:44]([NH:1][C:2]1[N:3]=[C:4]2[CH:9]=[CH:8][C:7]([O:10][C:11]3[CH:16]=[CH:15][CH:14]=[C:13]([NH:17][C:18](=[O:30])[C:19]4[CH:24]=[CH:23][CH:22]=[C:21]([C:25]5([C:28]#[N:29])[CH2:27][CH2:26]5)[CH:20]=4)[CH:12]=3)=[N:6][N:5]2[CH:31]=1)=[O:45])(=[O:41])[CH3:40]. The yield is 0.740. (5) No catalyst specified. The product is [CH3:18][O:19][C:20]1[C:21]([N+:37]([O-:39])=[O:38])=[CH:22][C:23]2[CH2:29][CH2:28][CH:27]([N:30]3[CH2:35][CH2:34][O:33][CH2:32][CH2:31]3)[CH2:26][CH2:25][C:24]=2[CH:36]=1. The reactants are COC1C([N+]([O-])=O)=CC2CCC(=O)CCC=2C=1.[CH3:18][O:19][C:20]1[C:21]([N+:37]([O-:39])=[O:38])=[CH:22][C:23]2[CH2:29][CH2:28][CH:27]([N:30]3[CH2:35][CH2:34][O:33][CH2:32][CH2:31]3)[CH2:26][CH2:25][C:24]=2[CH:36]=1.C(Cl)Cl.N1CCOCC1.C(O)(=O)C.C(O[BH-](OC(=O)C)OC(=O)C)(=O)C.[Na+]. The yield is 0.840. (6) The reactants are [OH:1][C:2]1[C:3]2[CH:10]=[C:9]([CH2:11][CH2:12][NH:13][C:14](=[O:16])[CH3:15])[S:8][C:4]=2[N:5]=[CH:6][N:7]=1.C=O.[C:19](O)(C(F)(F)F)=O. The catalyst is ClCCCl. The product is [OH:1][C:2]1[N:7]=[CH:6][N:5]=[C:4]2[C:3]=1[C:10]1[CH2:19][N:13]([C:14](=[O:16])[CH3:15])[CH2:12][CH2:11][C:9]=1[S:8]2. The yield is 0.630. (7) The reactants are [Cl-].O[NH3+:3].[C:4](=[O:7])([O-])[OH:5].[Na+].CS(C)=O.[CH3:13][C@@H:14]1[CH2:19][CH:18]([O:20][N:21]2[C:26](=[O:27])[C:25]([CH2:28][C:29]3[CH:34]=[CH:33][C:32]([C:35]4[C:36]([C:41]#[N:42])=[CH:37][CH:38]=[CH:39][CH:40]=4)=[CH:31][CH:30]=3)=[C:24]([CH2:43][CH2:44][CH3:45])[N:23]=[C:22]2[CH3:46])[CH2:17][C@H:16]([CH3:47])[O:15]1. The yield is 0.350. The catalyst is O. The product is [CH3:13][C@@H:14]1[CH2:19][CH:18]([O:20][N:21]2[C:26](=[O:27])[C:25]([CH2:28][C:29]3[CH:34]=[CH:33][C:32]([C:35]4[CH:40]=[CH:39][CH:38]=[CH:37][C:36]=4[C:41]4[NH:3][C:4](=[O:7])[O:5][N:42]=4)=[CH:31][CH:30]=3)=[C:24]([CH2:43][CH2:44][CH3:45])[N:23]=[C:22]2[CH3:46])[CH2:17][C@H:16]([CH3:47])[O:15]1. (8) The reactants are [OH:1][CH:2]([C:37]1[CH:42]=[CH:41][C:40]([O:43][CH3:44])=[CH:39][CH:38]=1)[C@H:3]1[CH2:8][CH2:7][C@H:6]([N:9]2[C:14](=[O:15])[C:13]([CH2:16][C:17]3[CH:22]=[CH:21][C:20]([C:23]4[C:24]([C:29]#[N:30])=[CH:25][CH:26]=[CH:27][CH:28]=4)=[CH:19][CH:18]=3)=[C:12]([CH2:31][CH2:32][CH3:33])[N:11]3[N:34]=[CH:35][N:36]=[C:10]23)[CH2:5][CH2:4]1.C(N(CC)CC)C.Cl. The catalyst is CS(C)=O. The product is [CH3:44][O:43][C:40]1[CH:39]=[CH:38][C:37]([C:2]([C@H:3]2[CH2:4][CH2:5][C@H:6]([N:9]3[C:14](=[O:15])[C:13]([CH2:16][C:17]4[CH:22]=[CH:21][C:20]([C:23]5[C:24]([C:29]#[N:30])=[CH:25][CH:26]=[CH:27][CH:28]=5)=[CH:19][CH:18]=4)=[C:12]([CH2:31][CH2:32][CH3:33])[N:11]4[N:34]=[CH:35][N:36]=[C:10]34)[CH2:7][CH2:8]2)=[O:1])=[CH:42][CH:41]=1. The yield is 0.770. (9) The reactants are C(O[C:6]([N:8]1[CH2:13][CH2:12][NH:11][CH2:10][CH2:9]1)=O)(C)(C)C.Cl.ClC[C:17]1[CH:18]=[N:19][CH:20]=[CH:21][CH:22]=1.C(=O)([O-])[O-].[Cs+].[Cs+].C(O)(C(F)(F)F)=O. The catalyst is CN(C=O)C. The product is [N:19]1[CH:20]=[CH:21][CH:22]=[C:17]([CH2:6][N:8]2[CH2:9][CH2:10][NH:11][CH2:12][CH2:13]2)[CH:18]=1. The yield is 0.870.